This data is from Catalyst prediction with 721,799 reactions and 888 catalyst types from USPTO. The task is: Predict which catalyst facilitates the given reaction. Reactant: C([O:3][C:4](=[O:26])/[CH:5]=[CH:6]/[C:7]([N:9]1[C:14]2[CH:15]=[CH:16][C:17]([CH3:19])=[CH:18][C:13]=2[O:12][CH:11]([C:20]2[CH:25]=[CH:24][CH:23]=[CH:22][CH:21]=2)[CH2:10]1)=[O:8])C.[OH-].[Na+]. Product: [CH3:19][C:17]1[CH:16]=[CH:15][C:14]2[N:9]([C:7](=[O:8])/[CH:6]=[CH:5]/[C:4]([OH:26])=[O:3])[CH2:10][CH:11]([C:20]3[CH:21]=[CH:22][CH:23]=[CH:24][CH:25]=3)[O:12][C:13]=2[CH:18]=1. The catalyst class is: 5.